This data is from Catalyst prediction with 721,799 reactions and 888 catalyst types from USPTO. The task is: Predict which catalyst facilitates the given reaction. (1) Reactant: C([O:3][C:4]([C:6]1[CH:7]=[N:8][N:9]2[CH:14]=[C:13]([C:15]3[CH:20]=[CH:19][C:18]([O:21][CH3:22])=[CH:17][CH:16]=3)[CH:12]=[N:11][C:10]=12)=[O:5])C.[OH-].[Na+].Cl. Product: [CH3:22][O:21][C:18]1[CH:17]=[CH:16][C:15]([C:13]2[CH:12]=[N:11][C:10]3[N:9]([N:8]=[CH:7][C:6]=3[C:4]([OH:5])=[O:3])[CH:14]=2)=[CH:20][CH:19]=1. The catalyst class is: 51. (2) Reactant: C(OC(=O)[NH:7][C@@H:8]([CH2:26][C:27]1[CH:32]=[CH:31][C:30]([N+:33]([O-:35])=[O:34])=[C:29]([O:36][CH2:37][CH2:38][CH3:39])[CH:28]=1)[C@H:9]([OH:25])[CH2:10][NH:11][C:12]1([C:15]2[CH:20]=[CH:19][CH:18]=[C:17]([C:21]([CH3:24])([CH3:23])[CH3:22])[CH:16]=2)[CH2:14][CH2:13]1)(C)(C)C.Cl. Product: [NH2:7][C@@H:8]([CH2:26][C:27]1[CH:32]=[CH:31][C:30]([N+:33]([O-:35])=[O:34])=[C:29]([O:36][CH2:37][CH2:38][CH3:39])[CH:28]=1)[C@H:9]([OH:25])[CH2:10][NH:11][C:12]1([C:15]2[CH:20]=[CH:19][CH:18]=[C:17]([C:21]([CH3:22])([CH3:23])[CH3:24])[CH:16]=2)[CH2:13][CH2:14]1. The catalyst class is: 25. (3) Reactant: Br[C:2]([CH3:25])([CH3:24])[C:3]([C:5]1[CH:10]=[CH:9][C:8]([C:11]23[CH2:18][CH2:17][C:14]([CH2:19][C:20]([O:22][CH3:23])=[O:21])([CH2:15][CH2:16]2)[CH2:13][CH2:12]3)=[CH:7][CH:6]=1)=O.[NH2:26][C:27]1[C:28]([OH:34])=[N:29][CH:30]=[N:31][C:32]=1[NH2:33].Cl. Product: [NH2:33][C:32]1[C:27]2[N:26]=[C:3]([C:5]3[CH:10]=[CH:9][C:8]([C:11]45[CH2:16][CH2:15][C:14]([CH2:19][C:20]([O:22][CH3:23])=[O:21])([CH2:13][CH2:12]4)[CH2:17][CH2:18]5)=[CH:7][CH:6]=3)[C:2]([CH3:24])([CH3:25])[O:34][C:28]=2[N:29]=[CH:30][N:31]=1. The catalyst class is: 14. (4) Reactant: [NH2:1][C:2]1([C:6]([OH:8])=[O:7])[CH2:5][CH2:4][CH2:3]1.[CH:9]1(O)[CH2:13][CH2:12][CH2:11][CH2:10]1.[C:15]1([CH3:25])[CH:20]=[CH:19][C:18]([S:21]([OH:24])(=[O:23])=[O:22])=[CH:17][CH:16]=1. Product: [S:21]([C:18]1[CH:19]=[CH:20][C:15]([CH3:25])=[CH:16][CH:17]=1)([OH:24])(=[O:23])=[O:22].[NH2:1][C:2]1([C:6]([O:8][CH:9]2[CH2:13][CH2:12][CH2:11][CH2:10]2)=[O:7])[CH2:5][CH2:4][CH2:3]1. The catalyst class is: 244. (5) Reactant: [Br:1][C:2]1[CH:3]=[C:4]([C@H:9]([CH:14]2[CH2:17][N:16]([C@@H:18]([C:27]3[CH:32]=[CH:31][C:30]([Cl:33])=[CH:29][CH:28]=3)[C:19]3[CH:20]=[C:21]([CH:24]=[CH:25][CH:26]=3)[C:22]#[N:23])[CH2:15]2)[C:10]([F:13])([CH3:12])[CH3:11])[CH:5]=[C:6]([F:8])[CH:7]=1.Cl.[NH2:35][OH:36].C(N(CC)CC)C. Product: [Br:1][C:2]1[CH:3]=[C:4]([C@H:9]([CH:14]2[CH2:17][N:16]([C@@H:18]([C:27]3[CH:32]=[CH:31][C:30]([Cl:33])=[CH:29][CH:28]=3)[C:19]3[CH:20]=[C:21]([C:22](=[N:35][OH:36])[NH2:23])[CH:24]=[CH:25][CH:26]=3)[CH2:15]2)[C:10]([F:13])([CH3:12])[CH3:11])[CH:5]=[C:6]([F:8])[CH:7]=1. The catalyst class is: 8. (6) Reactant: [NH2:1][C:2]1[C:11]2[C:6](=[CH:7][CH:8]=[CH:9][CH:10]=2)[C:5]([CH2:12][CH2:13][C:14]([OH:16])=O)=[CH:4][CH:3]=1.Cl.[CH3:18][O:19][C:20](=[O:34])[C:21]1[C:26]([OH:27])=[CH:25][CH:24]=[CH:23][C:22]=1[O:28][CH2:29][CH2:30][CH2:31][CH2:32][NH2:33].F[B-](F)(F)F.N1(OC(=[N+](C)C)N(C)C)C2C=CC=CC=2N=N1.C(N(CC)C(C)C)(C)C. The catalyst class is: 18. Product: [NH2:1][C:2]1[C:11]2[C:6](=[CH:7][CH:8]=[CH:9][CH:10]=2)[C:5]([CH2:12][CH2:13][C:14]([NH:33][CH2:32][CH2:31][CH2:30][CH2:29][O:28][C:22]2[CH:23]=[CH:24][CH:25]=[C:26]([OH:27])[C:21]=2[C:20]([O:19][CH3:18])=[O:34])=[O:16])=[CH:4][CH:3]=1.